This data is from Reaction yield outcomes from USPTO patents with 853,638 reactions. The task is: Predict the reaction yield, written as a fraction of the theoretical maximum amount of product (1.0 means a 100% yield; for example, 0.34 means a 34% yield). (1) The reactants are Cl[C:2]1[N:7]=[C:6]([N:8]2[CH2:13][CH2:12][O:11][CH2:10][CH2:9]2)[N:5]=[C:4]([N:14]2[C:18]3[CH:19]=[CH:20][CH:21]=[CH:22][C:17]=3[N:16]=[C:15]2[CH:23]([F:25])[F:24])[N:3]=1.Cl.[CH3:27][C@H:28]1[O:33][CH2:32][CH2:31][NH:30][C@H:29]1[CH3:34].C(=O)([O-])[O-].[K+].[K+].CN(C=O)C. The catalyst is O. The product is [F:25][CH:23]([F:24])[C:15]1[N:14]([C:4]2[N:3]=[C:2]([N:30]3[CH2:31][CH2:32][O:33][C@@H:28]([CH3:27])[C@H:29]3[CH3:34])[N:7]=[C:6]([N:8]3[CH2:13][CH2:12][O:11][CH2:10][CH2:9]3)[N:5]=2)[C:18]2[CH:19]=[CH:20][CH:21]=[CH:22][C:17]=2[N:16]=1. The yield is 0.870. (2) The reactants are Cl.C[N:3](C)CCCN=C=NCC.[OH:13][N:14]1[C:18]2[CH:19]=[CH:20][CH:21]=[CH:22][C:17]=2[N:16]=[N:15]1.Cl[C:24]1[N:29]=[C:28]([NH:30][C@H:31]([C:33]2[CH:38]=[CH:37][C:36]([F:39])=[CH:35][N:34]=2)[CH3:32])[C:27]([C:40]([OH:42])=O)=[CH:26][N:25]=1.N. The catalyst is CN(C=O)C.O1CCOCC1. The product is [N:14]1([O:13][C:24]2[N:29]=[C:28]([NH:30][C@H:31]([C:33]3[CH:38]=[CH:37][C:36]([F:39])=[CH:35][N:34]=3)[CH3:32])[C:27]([C:40]([NH2:3])=[O:42])=[CH:26][N:25]=2)[C:18]2[CH:19]=[CH:20][CH:21]=[CH:22][C:17]=2[N:16]=[N:15]1. The yield is 0.120.